From a dataset of Forward reaction prediction with 1.9M reactions from USPTO patents (1976-2016). Predict the product of the given reaction. (1) Given the reactants OO.NC(N)=[O:5].FC(F)(F)C(OC(=O)C(F)(F)F)=O.[Cl:20][C:21]1[N:22]=[N:23][C:24]([Cl:27])=[CH:25][CH:26]=1.S([O-])([O-])=O.[Na+].[Na+], predict the reaction product. The product is: [Cl:20][C:21]1[N:22]=[N+:23]([O-:5])[C:24]([Cl:27])=[CH:25][CH:26]=1. (2) Given the reactants [O:1]=[C:2]([CH3:10])[CH2:3][CH2:4][CH2:5][CH2:6][C:7]([OH:9])=[O:8].ClC(Cl)(Cl)C(=N)O[C:15]([CH3:18])([CH3:17])[CH3:16].ClCCl.FC(F)(F)S(O)(=O)=O, predict the reaction product. The product is: [O:1]=[C:2]([CH3:10])[CH2:3][CH2:4][CH2:5][CH2:6][C:7]([O:9][C:15]([CH3:18])([CH3:17])[CH3:16])=[O:8]. (3) Given the reactants ClC1C=C(C2C=C(C([N:22]3C[CH2:26][NH:25][C:24](=[O:28])[CH2:23]3)=O)OC=2C2C=CC(F)=CC=2)C=CC=1.[Cl:29][C:30]1[CH:31]=[C:32]([C:37]2[CH:38]=[C:39]([C:50]([OH:52])=O)[O:40][C:41]=2[C:42]2[CH:47]=[CH:46][CH:45]=[C:44]([C:48]#[N:49])[CH:43]=2)[CH:33]=[C:34]([F:36])[CH:35]=1, predict the reaction product. The product is: [Cl:29][C:30]1[CH:31]=[C:32]([C:37]2[CH:38]=[C:39]([C:50]([N:22]3[CH2:23][C:24](=[O:28])[NH:25][CH2:26]3)=[O:52])[O:40][C:41]=2[C:42]2[CH:43]=[C:44]([C:48]#[N:49])[CH:45]=[CH:46][CH:47]=2)[CH:33]=[C:34]([F:36])[CH:35]=1. (4) Given the reactants [O-]CC.[Na+].[CH3:5][C:6]1[CH:7]=[CH:8][C:9]([C:12]2[N:16]([C:17]3[CH:18]=[N:19][CH:20]=[CH:21][CH:22]=3)[N:15]=[C:14]([C:23]([O:25]CC)=[O:24])[CH:13]=2)=[N:10][CH:11]=1.O.C(OCC)C, predict the reaction product. The product is: [CH3:5][C:6]1[CH:7]=[CH:8][C:9]([C:12]2[N:16]([C:17]3[CH:18]=[N:19][CH:20]=[CH:21][CH:22]=3)[N:15]=[C:14]([C:23]([OH:25])=[O:24])[CH:13]=2)=[N:10][CH:11]=1. (5) Given the reactants [CH3:1][C:2]1[C:7](/[CH:8]=[C:9](\[CH2:13][CH2:14][CH2:15][CH3:16])/[C:10]([OH:12])=[O:11])=[C:6]([O:17]C)[C:5]([O:19][CH3:20])=[C:4]([O:21][CH3:22])[C:3]=1[O:23]C, predict the reaction product. The product is: [CH3:22][O:21][C:4]1[C:3](=[O:23])[C:2]([CH3:1])=[C:7](/[CH:8]=[C:9](\[CH2:13][CH2:14][CH2:15][CH3:16])/[C:10]([OH:12])=[O:11])[C:6](=[O:17])[C:5]=1[O:19][CH3:20]. (6) Given the reactants [NH2:1][C:2]1[C:6]([C:7]([NH2:9])=[O:8])=[CH:5][NH:4][N:3]=1.[C:10]([CH:12]=[C:13]1[CH2:18][CH2:17][N:16]([C:19]([O:21][C:22]([CH3:25])([CH3:24])[CH3:23])=[O:20])[CH2:15][CH2:14]1)#[N:11].C(#N)C.C1CCN2C(=NCCC2)CC1, predict the reaction product. The product is: [NH2:1][C:2]1[C:6]([C:7](=[O:8])[NH2:9])=[CH:5][N:4]([C:13]2([CH2:12][C:10]#[N:11])[CH2:14][CH2:15][N:16]([C:19]([O:21][C:22]([CH3:23])([CH3:24])[CH3:25])=[O:20])[CH2:17][CH2:18]2)[N:3]=1. (7) Given the reactants [CH3:1][N:2]1[CH2:7][CH:6]([O:8][Si](C(C)C)(C(C)C)C(C)C)[CH2:5][N:4]([CH3:19])[C:3]1=[O:20].Cl, predict the reaction product. The product is: [OH:8][CH:6]1[CH2:5][N:4]([CH3:19])[C:3](=[O:20])[N:2]([CH3:1])[CH2:7]1.